From a dataset of Catalyst prediction with 721,799 reactions and 888 catalyst types from USPTO. Predict which catalyst facilitates the given reaction. (1) Reactant: [C:1]([O:9][CH3:10])(=[O:8])[C:2]1[CH:7]=[CH:6][CH:5]=[CH:4][CH:3]=1.[NH:11]1[CH2:16][CH2:15][CH:14]([CH2:17]CO)[CH2:13][CH2:12]1. Product: [C:1]([O:9][CH2:10][CH2:17][CH:14]1[CH2:15][CH2:16][NH:11][CH2:12][CH2:13]1)(=[O:8])[C:2]1[CH:7]=[CH:6][CH:5]=[CH:4][CH:3]=1. The catalyst class is: 11. (2) Reactant: Cl[C:2]1[C:11]2=[N:12][N:13](CC3C=CC(OC)=CC=3)[CH:14]=[C:10]2[C:9]2[CH:8]=[CH:7][C:6]([O:24][CH3:25])=[CH:5][C:4]=2[N:3]=1.[CH:26]1([N:29]2[CH2:34][CH2:33][N:32]([C:35]3[CH:41]=[CH:40][C:38]([NH2:39])=[CH:37][CH:36]=3)[CH2:31][CH2:30]2)[CH2:28][CH2:27]1.Cl. Product: [CH:26]1([N:29]2[CH2:30][CH2:31][N:32]([C:35]3[CH:41]=[CH:40][C:38]([NH:39][C:2]4[C:11]5=[N:12][NH:13][CH:14]=[C:10]5[C:9]5[CH:8]=[CH:7][C:6]([O:24][CH3:25])=[CH:5][C:4]=5[N:3]=4)=[CH:37][CH:36]=3)[CH2:33][CH2:34]2)[CH2:28][CH2:27]1. The catalyst class is: 71. (3) The catalyst class is: 6. Product: [C:27]1([C:20]2[C:19]3[C:14](=[CH:15][CH:16]=[CH:17][CH:18]=3)[C:13]([C:9]3[CH:10]=[C:11]4[C:6]([CH:5]=[CH:4][C:3]([OH:2])=[CH:12]4)=[CH:7][CH:8]=3)=[C:26]3[C:21]=2[CH:22]=[CH:23][CH:24]=[CH:25]3)[C:36]2[C:31](=[CH:32][CH:33]=[CH:34][CH:35]=2)[CH:30]=[CH:29][CH:28]=1. Reactant: C[O:2][C:3]1[CH:12]=[C:11]2[C:6]([CH:7]=[CH:8][C:9]([C:13]3[C:14]4[C:19]([C:20]([C:27]5[C:36]6[C:31](=[CH:32][CH:33]=[CH:34][CH:35]=6)[CH:30]=[CH:29][CH:28]=5)=[C:21]5[C:26]=3[CH:25]=[CH:24][CH:23]=[CH:22]5)=[CH:18][CH:17]=[CH:16][CH:15]=4)=[CH:10]2)=[CH:5][CH:4]=1.Cl.N1C=CC=CC=1.CN1CCCC1=O. (4) Reactant: [CH3:1][C:2]1[CH:3]=[C:4]2[C:8](=[C:9]([N:11]([CH3:20])[S:12]([C:15]3[S:16][CH:17]=[CH:18][CH:19]=3)(=[O:14])=[O:13])[CH:10]=1)[NH:7][C:6]([C:21]1[S:22][CH:23]([CH2:26]C(O)=O)[CH2:24][N:25]=1)=[CH:5]2.[CH2:30]([OH:37])[C:31]1[CH:36]=[CH:35][CH:34]=[CH:33][CH:32]=1.C([N:40]([CH2:43]C)CC)C.C1(P(N=[N+]=[N-])(C2C=CC=CC=2)=[O:52])C=CC=CC=1. Product: [CH3:1][C:2]1[CH:3]=[C:4]2[C:8](=[C:9]([N:11]([CH3:20])[S:12]([C:15]3[S:16][CH:17]=[CH:18][CH:19]=3)(=[O:14])=[O:13])[CH:10]=1)[NH:7][C:6]([C:21]1[S:22][CH:23]([CH2:26][NH:40][C:43](=[O:52])[O:37][CH2:30][C:31]3[CH:36]=[CH:35][CH:34]=[CH:33][CH:32]=3)[CH2:24][N:25]=1)=[CH:5]2. The catalyst class is: 35. (5) Reactant: [OH:1][CH2:2][CH:3]1[CH2:8][CH2:7][CH2:6][N:5]([C:9]([O:11][C:12]([CH3:15])([CH3:14])[CH3:13])=[O:10])[CH2:4]1.Cl.CN(C)C.C(N(CC)CC)C.[CH3:28][C:29]1[CH:34]=[CH:33][C:32]([S:35](Cl)(=[O:37])=[O:36])=[CH:31][CH:30]=1. Product: [CH3:28][C:29]1[CH:34]=[CH:33][C:32]([S:35]([O:1][CH2:2][CH:3]2[CH2:8][CH2:7][CH2:6][N:5]([C:9]([O:11][C:12]([CH3:15])([CH3:14])[CH3:13])=[O:10])[CH2:4]2)(=[O:37])=[O:36])=[CH:31][CH:30]=1. The catalyst class is: 11. (6) Reactant: Br[C:2]1[N:10]([CH2:11][C:12]2[CH:17]=[CH:16][C:15]([F:18])=[C:14]([C:19]([F:22])([F:21])[F:20])[CH:13]=2)[C:9]2[C:8](=[O:23])[NH:7][C:6](=[O:24])[N:5]([CH3:25])[C:4]=2[N:3]=1.[C:26]1([CH3:35])[CH:31]=[CH:30][CH:29]=[C:28](B(O)O)[CH:27]=1.C([O-])([O-])=O.[Na+].[Na+]. Product: [F:18][C:15]1[CH:16]=[CH:17][C:12]([CH2:11][N:10]2[C:9]3[C:8](=[O:23])[NH:7][C:6](=[O:24])[N:5]([CH3:25])[C:4]=3[N:3]=[C:2]2[C:28]2[CH:29]=[CH:30][CH:31]=[C:26]([CH3:35])[CH:27]=2)=[CH:13][C:14]=1[C:19]([F:22])([F:21])[F:20]. The catalyst class is: 203. (7) Reactant: [NH:1]1[C:5]2=[N:6][C:7]([C:10]#N)=[CH:8][CH:9]=[C:4]2[CH:3]=[CH:2]1.[CH3:12][Si](Cl)(C)C.[CH:17]1([Mg]Cl)[CH2:22][CH2:21][CH2:20][CH2:19][CH2:18]1.[Cl-].[NH4+].Cl.[OH-].[NH4+]. Product: [CH:17]1([C:10]([C:7]2[N:6]=[C:5]3[NH:1][CH:2]=[CH:3][C:4]3=[CH:9][CH:8]=2)=[CH2:12])[CH2:22][CH2:21][CH2:20][CH2:19][CH2:18]1. The catalyst class is: 7.